The task is: Predict the product of the given reaction.. This data is from Forward reaction prediction with 1.9M reactions from USPTO patents (1976-2016). (1) Given the reactants [NH2:1][C:2]([NH2:4])=[O:3].[S:5]([O:10]C)([O:8][CH3:9])(=[O:7])=[O:6].[CH3:12]C(C)=O, predict the reaction product. The product is: [S:5]([OH:10])([OH:8])(=[O:7])=[O:6].[CH3:9][O:3][C:2](=[NH:4])[NH2:1].[CH3:12][O:3][C:2](=[NH:4])[NH2:1]. (2) Given the reactants [CH2:1]([O:4][N:5]([C@H:18]1[CH2:23][N:22](C(OC(C)(C)C)=O)[C@H:21]([CH2:31][O:32][CH3:33])[CH:20]=[C:19]1[C:34](=[O:37])[NH:35][CH3:36])[S:6]([C:9]1[CH:14]=[CH:13][CH:12]=[CH:11][C:10]=1[N+:15]([O-:17])=[O:16])(=[O:8])=[O:7])[CH:2]=[CH2:3].Cl, predict the reaction product. The product is: [CH2:1]([O:4][N:5]([C@@H:18]1[C:19]([C:34]([NH:35][CH3:36])=[O:37])=[CH:20][C@@H:21]([CH2:31][O:32][CH3:33])[NH:22][CH2:23]1)[S:6]([C:9]1[CH:14]=[CH:13][CH:12]=[CH:11][C:10]=1[N+:15]([O-:17])=[O:16])(=[O:8])=[O:7])[CH:2]=[CH2:3]. (3) Given the reactants [F:1][C:2]1[CH:14]=[CH:13][C:5]([C:6](=[O:12])[NH:7][CH2:8][C:9]([OH:11])=O)=[CH:4][CH:3]=1.[C:15]1([CH3:33])[CH:20]=[CH:19][C:18]([CH:21]([NH2:32])[C:22]2[CH:27]=[CH:26][CH:25]=[C:24]([C:28]([F:31])([F:30])[F:29])[CH:23]=2)=[CH:17][CH:16]=1, predict the reaction product. The product is: [F:1][C:2]1[CH:3]=[CH:4][C:5]([C:6]([NH:7][CH2:8][C:9](=[O:11])[NH:32][CH:21]([C:18]2[CH:17]=[CH:16][C:15]([CH3:33])=[CH:20][CH:19]=2)[C:22]2[CH:27]=[CH:26][CH:25]=[C:24]([C:28]([F:29])([F:30])[F:31])[CH:23]=2)=[O:12])=[CH:13][CH:14]=1. (4) Given the reactants [Br:1][C:2]1[CH:3]=[C:4]([CH:21]=[C:22](C(F)(F)F)[CH:23]=1)[CH2:5][O:6][C:7]1[CH:12]=[CH:11][CH:10]=[CH:9][C:8]=1[CH2:13][C:14]([O:16][C:17]([CH3:20])([CH3:19])[CH3:18])=[O:15].BrC1C=C(CO)C=[C:33]([S:35](C)(=[O:37])=[O:36])C=1, predict the reaction product. The product is: [Br:1][C:2]1[CH:3]=[C:4]([CH:21]=[C:22]([S:35]([CH3:33])(=[O:37])=[O:36])[CH:23]=1)[CH2:5][O:6][C:7]1[CH:12]=[CH:11][CH:10]=[CH:9][C:8]=1[CH2:13][C:14]([O:16][C:17]([CH3:20])([CH3:19])[CH3:18])=[O:15]. (5) Given the reactants [CH2:1]([N:3]1[CH:7]=[C:6]([C:8]2[CH:9]=[C:10]([CH:12]=[CH:13][CH:14]=2)[NH2:11])[C:5]([C:15]2[CH:20]=[CH:19][N:18]=[CH:17][CH:16]=2)=[N:4]1)[CH3:2].[N:21]([C:24]1[CH:29]=[CH:28][CH:27]=[C:26]([C:30]([F:33])([F:32])[F:31])[CH:25]=1)=[C:22]=[O:23], predict the reaction product. The product is: [CH2:1]([N:3]1[CH:7]=[C:6]([C:8]2[CH:9]=[C:10]([NH:11][C:22]([NH:21][C:24]3[CH:29]=[CH:28][CH:27]=[C:26]([C:30]([F:31])([F:32])[F:33])[CH:25]=3)=[O:23])[CH:12]=[CH:13][CH:14]=2)[C:5]([C:15]2[CH:16]=[CH:17][N:18]=[CH:19][CH:20]=2)=[N:4]1)[CH3:2]. (6) Given the reactants [C:1]1(=[O:12])[C:10]2[C:5](=[CH:6][CH:7]=[CH:8][CH:9]=2)[C:4](=[O:11])[NH:3][NH:2]1.[S:13](Cl)([C:16]1[CH:22]=[CH:21][C:19]([CH3:20])=[CH:18][CH:17]=1)(=[O:15])=[O:14], predict the reaction product. The product is: [CH3:20][C:19]1[CH:21]=[CH:22][C:16]([S:13]([O:11][C:4]2[C:5]3[C:10](=[CH:9][CH:8]=[CH:7][CH:6]=3)[C:1](=[O:12])[NH:2][N:3]=2)(=[O:15])=[O:14])=[CH:17][CH:18]=1. (7) Given the reactants [C:1](=[O:12])(OC(Cl)(Cl)Cl)OC(Cl)(Cl)Cl.[CH:13]1([NH2:16])[CH2:15][CH2:14]1.[C@H:17]1([NH:26][C:27]2[CH:36]=[CH:35][C:34]3[C:29](=[CH:30][CH:31]=[C:32]([NH2:37])[CH:33]=3)[N:28]=2)[C:25]2[C:20](=[CH:21][CH:22]=[CH:23][CH:24]=2)[CH2:19][CH2:18]1, predict the reaction product. The product is: [CH:13]1([NH:16][C:1]([NH:37][C:32]2[CH:33]=[C:34]3[C:29](=[CH:30][CH:31]=2)[N:28]=[C:27]([NH:26][C@H:17]2[C:25]4[C:20](=[CH:21][CH:22]=[CH:23][CH:24]=4)[CH2:19][CH2:18]2)[CH:36]=[CH:35]3)=[O:12])[CH2:15][CH2:14]1.